Dataset: Full USPTO retrosynthesis dataset with 1.9M reactions from patents (1976-2016). Task: Predict the reactants needed to synthesize the given product. The reactants are: C(OC1CCN([C:11]2[CH:16]=[CH:15][C:14]([B:17]3[O:21][C:20]([CH3:23])([CH3:22])[C:19]([CH3:25])([CH3:24])[O:18]3)=[CH:13][CH:12]=2)CC1)(=O)C.BrC1C=CC([CH:33]2[CH2:38][CH2:37][N:36]([CH3:39])[CH2:35][CH2:34]2)=CC=1. Given the product [CH3:39][N:36]1[CH2:37][CH2:38][CH:33]([C:11]2[CH:12]=[CH:13][C:14]([B:17]3[O:18][C:19]([CH3:24])([CH3:25])[C:20]([CH3:22])([CH3:23])[O:21]3)=[CH:15][CH:16]=2)[CH2:34][CH2:35]1, predict the reactants needed to synthesize it.